This data is from Reaction yield outcomes from USPTO patents with 853,638 reactions. The task is: Predict the reaction yield, written as a fraction of the theoretical maximum amount of product (1.0 means a 100% yield; for example, 0.34 means a 34% yield). The reactants are [NH:1]1[C:9]2[C:4](=[CH:5][CH:6]=[CH:7][CH:8]=2)[CH2:3][C:2]1=[O:10].[CH:11]([C:13]1[NH:17][C:16]([C:18]([OH:20])=[O:19])=[CH:15][C:14]=1[CH3:21])=O. No catalyst specified. The product is [CH3:21][C:14]1[CH:15]=[C:16]([C:18]([OH:20])=[O:19])[NH:17][C:13]=1[CH:11]=[C:3]1[C:4]2[C:9](=[CH:8][CH:7]=[CH:6][CH:5]=2)[NH:1][C:2]1=[O:10]. The yield is 1.00.